This data is from Full USPTO retrosynthesis dataset with 1.9M reactions from patents (1976-2016). The task is: Predict the reactants needed to synthesize the given product. (1) Given the product [Br:20][C:21]1[CH:26]=[C:25]([Cl:27])[CH:24]=[CH:23][C:22]=1[O:28][C:2]1[N:6]([CH3:7])[C:5]2[C:8]([CH:15]([CH2:18][CH3:19])[CH2:16][CH3:17])=[CH:9][CH:10]=[C:11]([O:12][CH2:13][CH3:14])[C:4]=2[N:3]=1, predict the reactants needed to synthesize it. The reactants are: Cl[C:2]1[N:6]([CH3:7])[C:5]2[C:8]([CH:15]([CH2:18][CH3:19])[CH2:16][CH3:17])=[CH:9][CH:10]=[C:11]([O:12][CH2:13][CH3:14])[C:4]=2[N:3]=1.[Br:20][C:21]1[CH:26]=[C:25]([Cl:27])[CH:24]=[CH:23][C:22]=1[OH:28].C(=O)([O-])[O-].[K+].[K+].CN(C)C=O. (2) The reactants are: [CH:1]1[C:10]2[C:5](=[CH:6][CH:7]=[CH:8][CH:9]=2)[CH:4]=[CH:3][C:2]=1[C:11](=O)[CH:12]([C:19]1[CH:24]=[CH:23][N:22]=[CH:21][CH:20]=1)[CH2:13][C:14]([O:16]CC)=O.O.[NH2:27][NH2:28].CO. Given the product [CH:1]1[C:10]2[C:5](=[CH:6][CH:7]=[CH:8][CH:9]=2)[CH:4]=[CH:3][C:2]=1[C:11]1[CH:12]([C:19]2[CH:24]=[CH:23][N:22]=[CH:21][CH:20]=2)[CH2:13][C:14](=[O:16])[NH:27][N:28]=1, predict the reactants needed to synthesize it. (3) Given the product [CH3:3][C:2]12[C:4]([CH3:5])([CH3:6])[CH:7]([CH2:11][CH2:12]1)[C:8](=[O:10])[N:14]([C:15]1[CH:16]=[CH:17][C:18]([C:19]([O:21][CH3:22])=[O:20])=[CH:24][CH:25]=1)[C:1]2=[O:13], predict the reactants needed to synthesize it. The reactants are: [C:1]1(=[O:13])[O:10][C:8](=O)[CH:7]2[CH2:11][CH2:12][C:2]1([C:4]2([CH3:6])[CH3:5])[CH3:3].[NH2:14][C:15]1[CH:25]=[CH:24][C:18]([C:19]([O:21][CH2:22]C)=[O:20])=[CH:17][CH:16]=1.CC1(C)CC(=O)OC(=O)C1.